From a dataset of Full USPTO retrosynthesis dataset with 1.9M reactions from patents (1976-2016). Predict the reactants needed to synthesize the given product. (1) Given the product [C:25]([C:22]1[CH:21]=[CH:20][C:19]([C:16]2[O:17][CH:18]=[C:14]([CH2:13][CH2:12][NH:11][S:10]([C:8]3[CH:7]=[CH:6][C:5]([CH3:31])=[C:4]([CH:9]=3)[C:3]([OH:32])=[O:2])(=[O:30])=[O:29])[N:15]=2)=[CH:24][CH:23]=1)([CH3:28])([CH3:27])[CH3:26], predict the reactants needed to synthesize it. The reactants are: C[O:2][C:3](=[O:32])[C:4]1[CH:9]=[C:8]([S:10](=[O:30])(=[O:29])[NH:11][CH2:12][CH2:13][C:14]2[N:15]=[C:16]([C:19]3[CH:24]=[CH:23][C:22]([C:25]([CH3:28])([CH3:27])[CH3:26])=[CH:21][CH:20]=3)[O:17][CH:18]=2)[CH:7]=[CH:6][C:5]=1[CH3:31].[OH-].[Na+]. (2) Given the product [NH2:36][C@@H:20]([CH2:21][C:22]1[CH:23]=[CH:24][C:25]([C:28]2[CH:33]=[CH:32][CH:31]=[C:30]([O:34][CH3:35])[N:29]=2)=[CH:26][CH:27]=1)[CH2:19][C@H:18]([OH:47])[C@@H:17]([NH:16][C:14](=[O:15])[C@@H:13]([N:10]1[CH2:11][CH2:12][N:8]([CH2:1][C:2]2[CH:7]=[CH:6][CH:5]=[CH:4][CH:3]=2)[C:9]1=[O:59])[C:55]([CH3:58])([CH3:57])[CH3:56])[CH2:48][C:49]1[CH:54]=[CH:53][CH:52]=[CH:51][CH:50]=1, predict the reactants needed to synthesize it. The reactants are: [CH2:1]([N:8]1[CH2:12][CH2:11][N:10]([C@@H:13]([C:55]([CH3:58])([CH3:57])[CH3:56])[C:14]([NH:16][C@@H:17]([CH2:48][C:49]2[CH:54]=[CH:53][CH:52]=[CH:51][CH:50]=2)[C@@H:18]([OH:47])[CH2:19][C@@H:20]([NH:36]C(=O)OCC2C=CC=CC=2)[CH2:21][C:22]2[CH:27]=[CH:26][C:25]([C:28]3[CH:33]=[CH:32][CH:31]=[C:30]([O:34][CH3:35])[N:29]=3)=[CH:24][CH:23]=2)=[O:15])[C:9]1=[O:59])[C:2]1[CH:7]=[CH:6][CH:5]=[CH:4][CH:3]=1.Cl. (3) Given the product [CH2:13]([O:12][C:10]([C:8]1[N:7]([C:46]2[CH:47]=[C:48]3[C:43](=[CH:44][CH:45]=2)[CH2:42][N:41]([C:39]([O:38][C:34]([CH3:35])([CH3:36])[CH3:37])=[O:40])[CH:50]([C:51]([O:53][CH3:54])=[O:52])[CH2:49]3)[N:6]=[C:5]([C:1]([CH3:4])([CH3:2])[CH3:3])[CH:9]=1)=[O:11])[C:14]1[CH:19]=[CH:18][CH:17]=[CH:16][CH:15]=1, predict the reactants needed to synthesize it. The reactants are: [C:1]([C:5]1[CH:9]=[C:8]([C:10]([O:12][CH2:13][C:14]2[CH:19]=[CH:18][CH:17]=[CH:16][CH:15]=2)=[O:11])[NH:7][N:6]=1)([CH3:4])([CH3:3])[CH3:2].C(C1C=C(C(OCC)=O)NN=1)(C)(C)C.[C:34]([O:38][C:39]([N:41]1[CH:50]([C:51]([O:53][CH3:54])=[O:52])[CH2:49][C:48]2[C:43](=[CH:44][CH:45]=[C:46](B(O)O)[CH:47]=2)[CH2:42]1)=[O:40])([CH3:37])([CH3:36])[CH3:35].N1C=CC=CC=1. (4) Given the product [O:48]=[CH:22][C@@H:23]([C@@H:24]([C@@H:26]([CH2:27][OH:28])[OH:29])[OH:25])[OH:6], predict the reactants needed to synthesize it. The reactants are: C(N)C1[O:6]C=CC=1.C1(C)C=CC(S(NC2C=CN([C@@H:22]3[O:29][C@H:26]([CH2:27][OH:28])[C@@H:24]([OH:25])[CH2:23]3)C(=O)N=2)(=O)=O)=CC=1.C(NC1C=CNC(=O)N=1)C1OC=CC=1.[OH2:48]. (5) Given the product [CH3:4][C:2]([O:5][C:6](=[O:18])[N:7]([CH2:9][CH2:10][CH:11]([O:17][C:20]1[CH:27]=[C:26]([Cl:28])[CH:25]=[CH:24][C:21]=1[C:22]#[N:23])[C:12]1[S:13][CH:14]=[CH:15][N:16]=1)[CH3:8])([CH3:1])[CH3:3], predict the reactants needed to synthesize it. The reactants are: [CH3:1][C:2]([O:5][C:6](=[O:18])[N:7]([CH2:9][CH2:10][CH:11]([OH:17])[C:12]1[S:13][CH:14]=[CH:15][N:16]=1)[CH3:8])([CH3:4])[CH3:3].O[C:20]1[CH:27]=[C:26]([Cl:28])[CH:25]=[CH:24][C:21]=1[C:22]#[N:23].C1(P(C2C=CC=CC=2)C2C=CC=CC=2)C=CC=CC=1.N(C(OCC)=O)=NC(OCC)=O. (6) Given the product [CH3:36][N:12]1[C:11]([C:3]2[CH:2]=[N:1][CH:6]=[CH:5][CH:4]=2)=[N:19][C:18]2[C:13]1=[N:14][CH:15]=[N:16][C:17]=2[N:20]1[CH2:21][CH2:22][CH:23]([N:26]2[C:30]3[CH:31]=[CH:32][CH:33]=[CH:34][C:29]=3[NH:28][C:27]2=[O:35])[CH2:24][CH2:25]1, predict the reactants needed to synthesize it. The reactants are: [N:1]1[CH:6]=[CH:5][CH:4]=[C:3](B(O)O)[CH:2]=1.Br[C:11]1[N:12]([CH3:36])[C:13]2[C:18]([N:19]=1)=[C:17]([N:20]1[CH2:25][CH2:24][CH:23]([N:26]3[C:30]4[CH:31]=[CH:32][CH:33]=[CH:34][C:29]=4[NH:28][C:27]3=[O:35])[CH2:22][CH2:21]1)[N:16]=[CH:15][N:14]=2.P([O-])([O-])([O-])=O.[K+].[K+].[K+]. (7) Given the product [CH3:1][N:2]([CH2:10][CH:11]1[CH2:16][CH2:15][N:14]([C:18]2[CH:23]=[CH:22][N:21]=[CH:20][N:26]=2)[CH2:13][CH2:12]1)[C:3](=[O:9])[O:4][C:5]([CH3:8])([CH3:6])[CH3:7], predict the reactants needed to synthesize it. The reactants are: [CH3:1][N:2]([CH2:10][CH:11]1[CH2:16][CH2:15][NH:14][CH2:13][CH2:12]1)[C:3](=[O:9])[O:4][C:5]([CH3:8])([CH3:7])[CH3:6].Cl[C:18]1[CH:23]=[CH:22][N:21]=[CH:20]C=1.CC[N:26](C(C)C)C(C)C. (8) Given the product [CH:7]1([CH2:10][C:11]2([CH2:21][NH2:22])[CH2:20][CH2:19][C:14]3([O:18][CH2:17][CH2:16][O:15]3)[CH2:13][CH2:12]2)[CH2:9][CH2:8]1, predict the reactants needed to synthesize it. The reactants are: [H-].[Al+3].[Li+].[H-].[H-].[H-].[CH:7]1([CH2:10][C:11]2([C:21]#[N:22])[CH2:20][CH2:19][C:14]3([O:18][CH2:17][CH2:16][O:15]3)[CH2:13][CH2:12]2)[CH2:9][CH2:8]1.O.[OH-].[Na+].